Predict the product of the given reaction. From a dataset of Forward reaction prediction with 1.9M reactions from USPTO patents (1976-2016). The product is: [CH:1]1([C:4]2[CH:5]=[CH:6][C:7]([C:18]([OH:23])=[O:20])=[N:8][C:9]=2[CH2:10][C:11]2[CH:16]=[CH:15][C:14]([F:17])=[CH:13][CH:12]=2)[CH2:3][CH2:2]1. Given the reactants [CH:1]1([C:4]2[CH:5]=[CH:6][C:7]([C:18]#N)=[N:8][C:9]=2[CH2:10][C:11]2[CH:16]=[CH:15][C:14]([F:17])=[CH:13][CH:12]=2)[CH2:3][CH2:2]1.[OH-:20].[Na+].Cl.[OH2:23], predict the reaction product.